This data is from Peptide-MHC class II binding affinity with 134,281 pairs from IEDB. The task is: Regression. Given a peptide amino acid sequence and an MHC pseudo amino acid sequence, predict their binding affinity value. This is MHC class II binding data. (1) The peptide sequence is AAFSRMLSLFFRQHI. The MHC is DRB1_1101 with pseudo-sequence DRB1_1101. The binding affinity (normalized) is 0.789. (2) The peptide sequence is EAKYDAYVATVSEAL. The MHC is HLA-DQA10102-DQB10602 with pseudo-sequence HLA-DQA10102-DQB10602. The binding affinity (normalized) is 0.419. (3) The peptide sequence is GTWLTYHGAIKLDDK. The MHC is DRB1_0101 with pseudo-sequence DRB1_0101. The binding affinity (normalized) is 0.623. (4) The peptide sequence is KSIIIPFIAYFVLMH. The MHC is HLA-DQA10101-DQB10501 with pseudo-sequence HLA-DQA10101-DQB10501. The binding affinity (normalized) is 0.699. (5) The peptide sequence is DCLKNSADTISSYFVGKM. The MHC is DRB1_0701 with pseudo-sequence DRB1_0701. The binding affinity (normalized) is 0. (6) The peptide sequence is TFHVEKGSNPNYLALLVKYVNGDGD. The MHC is DRB1_0401 with pseudo-sequence DRB1_0401. The binding affinity (normalized) is 0.397. (7) The peptide sequence is AISFWFMCSNGSLQCRI. The MHC is DRB1_1101 with pseudo-sequence DRB1_1101. The binding affinity (normalized) is 0.